This data is from Full USPTO retrosynthesis dataset with 1.9M reactions from patents (1976-2016). The task is: Predict the reactants needed to synthesize the given product. (1) Given the product [CH3:24][O:25][C:26]1[N:31]=[CH:30][C:29]([NH:32][C:2]2[C:11]3=[N:12][NH:13][CH:14]=[C:10]3[C:9]3[CH:8]=[CH:7][CH:6]=[CH:5][C:4]=3[N:3]=2)=[CH:28][CH:27]=1, predict the reactants needed to synthesize it. The reactants are: Cl[C:2]1[C:11]2=[N:12][N:13](CC3C=CC(OC)=CC=3)[CH:14]=[C:10]2[C:9]2[CH:8]=[CH:7][CH:6]=[CH:5][C:4]=2[N:3]=1.[CH3:24][O:25][C:26]1[N:31]=[CH:30][C:29]([NH2:32])=[CH:28][CH:27]=1.Cl. (2) Given the product [CH:4]1([C@@H:7]2[NH:11][C:12](=[O:14])[C@H:32]([CH2:34][CH:35]([CH3:37])[CH3:36])[NH:33][CH2:8]2)[CH2:3][CH2:2][CH2:1][CH2:6][CH2:5]1, predict the reactants needed to synthesize it. The reactants are: [CH2:1]1[CH2:6][CH2:5][CH:4]([C@H:7]([NH:11][C:12]([O:14]CC2C3C(=CC=CC=3)C3C2=CC=CC=3)=O)[C:8](O)=O)[CH2:3][CH2:2]1.COC(=O)[C@H:32]([CH2:34][CH:35]([CH3:37])[CH3:36])[NH2:33].